This data is from Forward reaction prediction with 1.9M reactions from USPTO patents (1976-2016). The task is: Predict the product of the given reaction. (1) Given the reactants [CH3:1][O:2][C:3](=[O:21])[CH2:4][CH2:5][C:6]1[C:7](=[O:20])[N:8]([CH2:12][C:13]2[CH:18]=[CH:17][C:16]([NH2:19])=[CH:15][CH:14]=2)[CH2:9][CH2:10][CH:11]=1.O(OC(C)=O)[O:23][C:24]([CH3:26])=O.C(N(CC)CC)C.CO, predict the reaction product. The product is: [CH3:1][O:2][C:3](=[O:21])[CH2:4][CH2:5][C:6]1[C:7](=[O:20])[N:8]([CH2:12][C:13]2[CH:14]=[CH:15][C:16]([NH:19][C:24](=[O:23])[CH3:26])=[CH:17][CH:18]=2)[CH2:9][CH2:10][CH:11]=1. (2) Given the reactants [Cl:1][C:2]1[CH:32]=[CH:31][C:5]([CH2:6][CH2:7][N:8]([CH2:22][C:23]2[CH:28]=[CH:27][CH:26]=[C:25]([C:29]#[N:30])[CH:24]=2)[CH:9]2[CH2:14][CH2:13][N:12]([C:15]([O:17][C:18]([CH3:21])([CH3:20])[CH3:19])=[O:16])[CH2:11][CH2:10]2)=[CH:4][CH:3]=1.[N-:33]=[N+:34]=[N-:35].[Na+].Cl.C(N(CC)CC)C, predict the reaction product. The product is: [NH:33]1[C:29]([C:25]2[CH:24]=[C:23]([CH:28]=[CH:27][CH:26]=2)[CH2:22][N:8]([CH2:7][CH2:6][C:5]2[CH:4]=[CH:3][C:2]([Cl:1])=[CH:32][CH:31]=2)[CH:9]2[CH2:10][CH2:11][N:12]([C:15]([O:17][C:18]([CH3:21])([CH3:20])[CH3:19])=[O:16])[CH2:13][CH2:14]2)=[N:30][N:35]=[N:34]1.